From a dataset of Forward reaction prediction with 1.9M reactions from USPTO patents (1976-2016). Predict the product of the given reaction. (1) The product is: [Cl:24][C:25]1[CH:26]=[C:27]([NH:28][C:2]2[C:7]([C:8]#[N:9])=[CH:6][N:5]=[C:4]3[S:10][C:11]4[CH2:12][N:13]([C:17]([O:19][C:20]([CH3:22])([CH3:23])[CH3:21])=[O:18])[CH2:14][CH2:15][C:16]=4[C:3]=23)[CH:29]=[CH:30][C:31]=1[O:32][CH2:33][C:34]1[CH:39]=[CH:38][CH:37]=[CH:36][N:35]=1. Given the reactants Cl[C:2]1[C:7]([C:8]#[N:9])=[CH:6][N:5]=[C:4]2[S:10][C:11]3[CH2:12][N:13]([C:17]([O:19][C:20]([CH3:23])([CH3:22])[CH3:21])=[O:18])[CH2:14][CH2:15][C:16]=3[C:3]=12.[Cl:24][C:25]1[CH:26]=[C:27]([CH:29]=[CH:30][C:31]=1[O:32][CH2:33][C:34]1[CH:39]=[CH:38][CH:37]=[CH:36][N:35]=1)[NH2:28], predict the reaction product. (2) Given the reactants C[O:2][C:3]1[CH:12]=[CH:11][C:10]2[NH:9][C:8](=[O:13])[C:7]3[S:14][CH:15]=[CH:16][C:6]=3[C:5]=2[C:4]=1[C:17]1[CH:22]=[CH:21][CH:20]=[CH:19][C:18]=1CCCC#N.B(Br)(Br)Br, predict the reaction product. The product is: [OH:2][C:3]1[CH:12]=[CH:11][C:10]2[NH:9][C:8](=[O:13])[C:7]3[S:14][CH:15]=[CH:16][C:6]=3[C:5]=2[C:4]=1[C:17]1[CH:22]=[CH:21][C:20]([CH:7]([CH2:6][CH3:5])[C:8]#[N:9])=[CH:19][CH:18]=1.